This data is from CYP2C19 inhibition data for predicting drug metabolism from PubChem BioAssay. The task is: Regression/Classification. Given a drug SMILES string, predict its absorption, distribution, metabolism, or excretion properties. Task type varies by dataset: regression for continuous measurements (e.g., permeability, clearance, half-life) or binary classification for categorical outcomes (e.g., BBB penetration, CYP inhibition). Dataset: cyp2c19_veith. (1) The molecule is CO[C@H]1COC(=O)[C@@H](C)COC(=O)[C@@H](COCc2ccccc2)NC(=O)C/C=C\[C@H]1C. The result is 0 (non-inhibitor). (2) The drug is C[N+](C)(C)[C@H](Cc1c[nH]c(=S)[nH]1)C(=O)O. The result is 0 (non-inhibitor). (3) The compound is CC(C)c1ccc2c(c1)c(SC(C)(C)C)c(CC(C)(C)C(=O)O)n2Cc1ccc(Cl)cc1. The result is 0 (non-inhibitor). (4) The drug is N#Cc1ccc(CNc2cnccn2)cc1. The result is 1 (inhibitor). (5) The molecule is CC(C)(C)n1ncc2c(=O)n(CC(=O)NCc3ccccc3Cl)cnc21. The result is 1 (inhibitor). (6) The molecule is CC1Cc2ccccc2N1C(=O)CSc1nnnn1C(C)C. The result is 1 (inhibitor). (7) The molecule is CC1=NN(c2ccccc2)C(=O)/C1=C\N1CC(C)OC(C)C1. The result is 0 (non-inhibitor).